This data is from NCI-60 drug combinations with 297,098 pairs across 59 cell lines. The task is: Regression. Given two drug SMILES strings and cell line genomic features, predict the synergy score measuring deviation from expected non-interaction effect. (1) Drug 1: C1CC(=O)NC(=O)C1N2C(=O)C3=CC=CC=C3C2=O. Drug 2: COCCOC1=C(C=C2C(=C1)C(=NC=N2)NC3=CC=CC(=C3)C#C)OCCOC.Cl. Cell line: PC-3. Synergy scores: CSS=9.12, Synergy_ZIP=1.13, Synergy_Bliss=-0.846, Synergy_Loewe=-29.5, Synergy_HSA=2.87. (2) Drug 1: CC12CCC3C(C1CCC2=O)CC(=C)C4=CC(=O)C=CC34C. Drug 2: C1=NC2=C(N1)C(=S)N=CN2. Cell line: NCI-H322M. Synergy scores: CSS=23.2, Synergy_ZIP=-15.9, Synergy_Bliss=-20.1, Synergy_Loewe=-30.0, Synergy_HSA=-17.2. (3) Drug 1: CC=C1C(=O)NC(C(=O)OC2CC(=O)NC(C(=O)NC(CSSCCC=C2)C(=O)N1)C(C)C)C(C)C. Drug 2: C1=CC=C(C=C1)NC(=O)CCCCCCC(=O)NO. Cell line: SNB-75. Synergy scores: CSS=36.4, Synergy_ZIP=-1.84, Synergy_Bliss=-2.52, Synergy_Loewe=-11.3, Synergy_HSA=0.548. (4) Synergy scores: CSS=13.2, Synergy_ZIP=-7.05, Synergy_Bliss=-1.97, Synergy_Loewe=-3.91, Synergy_HSA=-3.55. Drug 2: CCC1(C2=C(COC1=O)C(=O)N3CC4=CC5=C(C=CC(=C5CN(C)C)O)N=C4C3=C2)O.Cl. Drug 1: CN(C(=O)NC(C=O)C(C(C(CO)O)O)O)N=O. Cell line: A498. (5) Drug 1: C1=CC(=CC=C1CC(C(=O)O)N)N(CCCl)CCCl.Cl. Drug 2: CN(C(=O)NC(C=O)C(C(C(CO)O)O)O)N=O. Cell line: UACC-257. Synergy scores: CSS=-4.39, Synergy_ZIP=-0.157, Synergy_Bliss=-4.37, Synergy_Loewe=-6.94, Synergy_HSA=-7.36. (6) Drug 1: C1=CC(=C2C(=C1NCCNCCO)C(=O)C3=C(C=CC(=C3C2=O)O)O)NCCNCCO. Drug 2: C(CCl)NC(=O)N(CCCl)N=O. Cell line: MALME-3M. Synergy scores: CSS=12.5, Synergy_ZIP=-1.69, Synergy_Bliss=-4.89, Synergy_Loewe=-19.1, Synergy_HSA=-6.77. (7) Drug 1: CCCS(=O)(=O)NC1=C(C(=C(C=C1)F)C(=O)C2=CNC3=C2C=C(C=N3)C4=CC=C(C=C4)Cl)F. Drug 2: COC1=CC(=CC(=C1O)OC)C2C3C(COC3=O)C(C4=CC5=C(C=C24)OCO5)OC6C(C(C7C(O6)COC(O7)C8=CC=CS8)O)O. Cell line: SK-MEL-2. Synergy scores: CSS=42.1, Synergy_ZIP=0.199, Synergy_Bliss=-0.901, Synergy_Loewe=-39.0, Synergy_HSA=-3.49.